From a dataset of NCI-60 drug combinations with 297,098 pairs across 59 cell lines. Regression. Given two drug SMILES strings and cell line genomic features, predict the synergy score measuring deviation from expected non-interaction effect. (1) Drug 1: C1=CN(C(=O)N=C1N)C2C(C(C(O2)CO)O)O.Cl. Drug 2: C1CC(C1)(C(=O)O)C(=O)O.[NH2-].[NH2-].[Pt+2]. Cell line: HOP-92. Synergy scores: CSS=35.2, Synergy_ZIP=-8.60, Synergy_Bliss=-5.30, Synergy_Loewe=-2.61, Synergy_HSA=0.593. (2) Synergy scores: CSS=16.6, Synergy_ZIP=-5.54, Synergy_Bliss=-0.956, Synergy_Loewe=-7.54, Synergy_HSA=-7.12. Cell line: COLO 205. Drug 2: CS(=O)(=O)OCCCCOS(=O)(=O)C. Drug 1: CS(=O)(=O)C1=CC(=C(C=C1)C(=O)NC2=CC(=C(C=C2)Cl)C3=CC=CC=N3)Cl. (3) Drug 1: COC1=CC(=CC(=C1O)OC)C2C3C(COC3=O)C(C4=CC5=C(C=C24)OCO5)OC6C(C(C7C(O6)COC(O7)C8=CC=CS8)O)O. Drug 2: C1C(C(OC1N2C=NC3=C2NC=NCC3O)CO)O. Cell line: UACC-257. Synergy scores: CSS=12.4, Synergy_ZIP=-0.718, Synergy_Bliss=1.13, Synergy_Loewe=-29.5, Synergy_HSA=-0.227. (4) Drug 1: CC1=C2C(C(=O)C3(C(CC4C(C3C(C(C2(C)C)(CC1OC(=O)C(C(C5=CC=CC=C5)NC(=O)OC(C)(C)C)O)O)OC(=O)C6=CC=CC=C6)(CO4)OC(=O)C)O)C)O. Drug 2: C1=NC(=NC(=O)N1C2C(C(C(O2)CO)O)O)N. Cell line: SNB-75. Synergy scores: CSS=9.40, Synergy_ZIP=-3.38, Synergy_Bliss=-1.13, Synergy_Loewe=-1.80, Synergy_HSA=0.0687. (5) Drug 1: CS(=O)(=O)C1=CC(=C(C=C1)C(=O)NC2=CC(=C(C=C2)Cl)C3=CC=CC=N3)Cl. Drug 2: CN1C2=C(C=C(C=C2)N(CCCl)CCCl)N=C1CCCC(=O)O.Cl. Cell line: ACHN. Synergy scores: CSS=4.69, Synergy_ZIP=0.797, Synergy_Bliss=-2.68, Synergy_Loewe=-6.99, Synergy_HSA=-5.27. (6) Drug 1: C1=CC(=CC=C1CCCC(=O)O)N(CCCl)CCCl. Drug 2: CC1C(C(CC(O1)OC2CC(CC3=C2C(=C4C(=C3O)C(=O)C5=CC=CC=C5C4=O)O)(C(=O)C)O)N)O. Cell line: NCI-H460. Synergy scores: CSS=52.3, Synergy_ZIP=4.83, Synergy_Bliss=7.01, Synergy_Loewe=-3.73, Synergy_HSA=8.09. (7) Synergy scores: CSS=16.1, Synergy_ZIP=-2.89, Synergy_Bliss=-0.378, Synergy_Loewe=-9.51, Synergy_HSA=-0.229. Cell line: MALME-3M. Drug 1: C1CC(=O)NC(=O)C1N2CC3=C(C2=O)C=CC=C3N. Drug 2: C1=C(C(=O)NC(=O)N1)N(CCCl)CCCl.